This data is from Forward reaction prediction with 1.9M reactions from USPTO patents (1976-2016). The task is: Predict the product of the given reaction. (1) Given the reactants Br[C:2]1[CH:7]=[CH:6][C:5]([Cl:8])=[CH:4][N:3]=1.[CH3:9][O:10][C:11]1[CH:16]=[C:15](B2OC(C)(C)C(C)(C)O2)[CH:14]=[CH:13][N:12]=1.C([O-])([O-])=O.[K+].[K+], predict the reaction product. The product is: [Cl:8][C:5]1[CH:6]=[CH:7][C:2]([C:15]2[CH:14]=[CH:13][N:12]=[C:11]([O:10][CH3:9])[CH:16]=2)=[N:3][CH:4]=1. (2) The product is: [CH3:5][C:4]([CH3:1])([CH2:6][NH:15][CH2:14][CH:8]1[CH2:13][CH2:12][CH2:11][CH2:10][CH2:9]1)[CH:3]=[O:7]. Given the reactants [CH2:1]=O.[CH:3](=[O:7])[CH:4]([CH3:6])[CH3:5].[CH:8]1([CH2:14][NH2:15])[CH2:13][CH2:12][CH2:11][CH2:10][CH2:9]1, predict the reaction product. (3) Given the reactants C([O:4][CH2:5][C:6]([CH3:51])([CH3:50])[CH2:7][N:8]1[C:14]2[CH:15]=[CH:16][C:17]([Cl:19])=[CH:18][C:13]=2[C@@H:12]([C:20]2[CH:25]=[CH:24][CH:23]=[C:22]([O:26][CH3:27])[C:21]=2[O:28][CH3:29])[O:11][C@H:10]([CH2:30][C:31]([NH:33][C:34]2[CH:35]=[C:36]([CH2:42][CH2:43][CH2:44][C:45]([O:47]C)=[O:46])[CH:37]=[CH:38][C:39]=2[O:40][CH3:41])=[O:32])[C:9]1=[O:49])(=O)C.[OH-].[Na+].C(O)C, predict the reaction product. The product is: [Cl:19][C:17]1[CH:16]=[CH:15][C:14]2[N:8]([CH2:7][C:6]([CH3:50])([CH3:51])[CH2:5][OH:4])[C:9](=[O:49])[C@@H:10]([CH2:30][C:31]([NH:33][C:34]3[CH:35]=[C:36]([CH2:42][CH2:43][CH2:44][C:45]([OH:47])=[O:46])[CH:37]=[CH:38][C:39]=3[O:40][CH3:41])=[O:32])[O:11][C@H:12]([C:20]3[CH:25]=[CH:24][CH:23]=[C:22]([O:26][CH3:27])[C:21]=3[O:28][CH3:29])[C:13]=2[CH:18]=1. (4) Given the reactants [C:1]([O:5][C:6](=[O:20])[NH:7][C@@H:8]([CH2:12][CH2:13][CH:14]1[CH2:19][CH2:18][CH2:17][CH2:16][CH2:15]1)[C:9](=[O:11])[CH3:10])([CH3:4])([CH3:3])[CH3:2].[BH4-].[Na+], predict the reaction product. The product is: [C:1]([O:5][C:6](=[O:20])[NH:7][C@@H:8]([CH2:12][CH2:13][CH:14]1[CH2:19][CH2:18][CH2:17][CH2:16][CH2:15]1)[CH:9]([OH:11])[CH3:10])([CH3:2])([CH3:3])[CH3:4]. (5) Given the reactants [CH3:1][C:2]1[CH:3]=[C:4]([N:9]=[C:10]=[O:11])[CH:5]=[CH:6][C:7]=1[CH3:8].Cl.[NH2:13][CH2:14][C:15]1[CH:23]=[CH:22][CH:21]=[C:20]2[C:16]=1[C:17](=[O:33])[N:18]([CH:25]1[CH2:30][CH2:29][C:28](=[O:31])[NH:27][C:26]1=[O:32])[C:19]2=[O:24].C(N(CC)CC)C, predict the reaction product. The product is: [CH3:1][C:2]1[CH:3]=[C:4]([NH:9][C:10]([NH:13][CH2:14][C:15]2[CH:23]=[CH:22][CH:21]=[C:20]3[C:16]=2[C:17](=[O:33])[N:18]([CH:25]2[CH2:30][CH2:29][C:28](=[O:31])[NH:27][C:26]2=[O:32])[C:19]3=[O:24])=[O:11])[CH:5]=[CH:6][C:7]=1[CH3:8].